This data is from Full USPTO retrosynthesis dataset with 1.9M reactions from patents (1976-2016). The task is: Predict the reactants needed to synthesize the given product. (1) Given the product [C:1]([NH:5][C:6](=[O:38])[CH2:7][N:8]1[C:17]([C:18]2[CH:23]=[CH:22][C:21]([F:24])=[C:20]([O:25][CH3:26])[CH:19]=2)=[CH:16][C:15]2[C:10](=[CH:11][C:12]([OH:27])=[CH:13][CH:14]=2)[C:9]1=[O:37])([CH3:4])([CH3:2])[CH3:3], predict the reactants needed to synthesize it. The reactants are: [C:1]([NH:5][C:6](=[O:38])[CH2:7][N:8]1[C:17]([C:18]2[CH:23]=[CH:22][C:21]([F:24])=[C:20]([O:25][CH3:26])[CH:19]=2)=[CH:16][C:15]2[C:10](=[CH:11][C:12]([O:27]CC3C=CC(OC)=CC=3)=[CH:13][CH:14]=2)[C:9]1=[O:37])([CH3:4])([CH3:3])[CH3:2].C(O)(C(F)(F)F)=O.C(Cl)Cl. (2) Given the product [Li+:26].[F:23][C:20]([F:21])([F:22])[C:17]1[CH:18]=[CH:19][C:14]([N:11]2[CH2:12][CH2:13][N:8]([CH2:7][CH2:6][CH2:5][C:4]([O-:24])=[O:3])[CH2:9][CH2:10]2)=[CH:15][CH:16]=1, predict the reactants needed to synthesize it. The reactants are: C([O:3][C:4](=[O:24])[CH2:5][CH2:6][CH2:7][N:8]1[CH2:13][CH2:12][N:11]([C:14]2[CH:19]=[CH:18][C:17]([C:20]([F:23])([F:22])[F:21])=[CH:16][CH:15]=2)[CH2:10][CH2:9]1)C.[OH-].[Li+:26]. (3) The reactants are: [O:1]=[C:2]1[NH:6][C@H:5]([CH2:7]OS(C)(=O)=O)[CH2:4][CH2:3]1.[CH2:13]([NH:20][CH2:21][CH2:22][OH:23])[C:14]1[CH:19]=[CH:18][CH:17]=[CH:16][CH:15]=1. Given the product [CH2:13]([N:20]([CH2:7][C@H:5]1[NH:6][C:2](=[O:1])[CH2:3][CH2:4]1)[CH2:21][CH2:22][OH:23])[C:14]1[CH:19]=[CH:18][CH:17]=[CH:16][CH:15]=1, predict the reactants needed to synthesize it. (4) The reactants are: [Br:1][C:2]1[CH:3]=[CH:4][C:5]([F:13])=[C:6]([C:8](=O)[CH:9]([F:11])[F:10])[CH:7]=1.[CH3:14][C:15]([O:18][C:19](=[O:40])[N:20]=P(C1C=CC=CC=1)(C1C=CC=CC=1)C1C=CC=CC=1)([CH3:17])[CH3:16].CCCCCC.C1(P(=O)(C2C=CC=CC=2)C2C=CC=CC=2)C=CC=CC=1. Given the product [C:15]([O:18][C:19](=[O:40])/[N:20]=[C:8](/[C:6]1[CH:7]=[C:2]([Br:1])[CH:3]=[CH:4][C:5]=1[F:13])\[CH:9]([F:11])[F:10])([CH3:17])([CH3:16])[CH3:14], predict the reactants needed to synthesize it. (5) Given the product [OH:9][CH:6]1[CH2:5][CH2:4][CH:3]([CH:2]=[CH2:1])[CH2:8][CH:7]1[OH:12], predict the reactants needed to synthesize it. The reactants are: [CH2:1]=[CH:2][CH:3]1[CH2:8][CH:7]2[O:9][CH:6]2[CH2:5][CH2:4]1.O.S(=O)(=O)(O)[OH:12]. (6) Given the product [NH2:16][N:1]1[CH:5]=[CH:4][N:3]=[C:2]1[C:6]([O:8][CH2:9][CH3:10])=[O:7], predict the reactants needed to synthesize it. The reactants are: [NH:1]1[CH:5]=[CH:4][N:3]=[C:2]1[C:6]([O:8][CH2:9][CH3:10])=[O:7].[Li+].C[Si]([N-:16][Si](C)(C)C)(C)C.C1COCC1.NOP(=O)(C1C=CC=CC=1)C1C=CC=CC=1. (7) Given the product [CH3:39][O:38][C:36](=[O:37])[CH2:35][CH2:34][CH2:33][CH2:30][O:29][C:26]1[CH:25]=[CH:24][C:23]([C:20]2[CH:21]=[CH:22][C:17](/[CH:16]=[CH:15]/[C:11]3[N:12]([CH3:14])[CH:13]=[C:9]([C:3]4[CH:4]=[CH:5][C:6]([Cl:8])=[CH:7][C:2]=4[Cl:1])[N:10]=3)=[CH:18][CH:19]=2)=[CH:28][CH:27]=1, predict the reactants needed to synthesize it. The reactants are: [Cl:1][C:2]1[CH:7]=[C:6]([Cl:8])[CH:5]=[CH:4][C:3]=1[C:9]1[N:10]=[C:11](/[CH:15]=[CH:16]/[C:17]2[CH:22]=[CH:21][C:20]([C:23]3[CH:28]=[CH:27][C:26]([O:29][CH3:30])=[CH:25][CH:24]=3)=[CH:19][CH:18]=2)[N:12]([CH3:14])[CH:13]=1.BrC[CH2:33][CH2:34][CH2:35][C:36]([O:38][CH3:39])=[O:37]. (8) Given the product [Cl:1][C:2]1[CH:9]=[C:8]([CH3:10])[C:5]([C:6]#[N:7])=[C:4]([S:11]([CH2:12][CH3:13])=[O:19])[CH:3]=1, predict the reactants needed to synthesize it. The reactants are: [Cl:1][C:2]1[CH:9]=[C:8]([CH3:10])[C:5]([C:6]#[N:7])=[C:4]([S:11][CH2:12][CH3:13])[CH:3]=1.ClC1C=C(C=CC=1)C(OO)=[O:19]. (9) Given the product [C:22]([O-:23])(=[O:29])[CH3:21].[NH4+:4].[CH3:24][O:23][CH2:22][CH2:21][N:4]1[C:3]([CH2:2][O:1][CH3:30])=[C:7]([CH3:8])[S:6]/[C:5]/1=[N:9]\[C:10]([C:12]12[CH2:19][CH:18]3[CH2:20][CH:14]([CH2:15][CH:16]1[CH2:17]3)[CH2:13]2)=[O:11], predict the reactants needed to synthesize it. The reactants are: [OH:1][CH2:2][C:3]1[N:4]([CH2:21][CH2:22][O:23][CH3:24])/[C:5](=[N:9]/[C:10]([C:12]23[CH2:19][CH:18]4[CH2:20][CH:14]([CH2:15][CH:16]2[CH2:17]4)[CH2:13]3)=[O:11])/[S:6][C:7]=1[CH3:8].[H-].[Na+].CI.[O:29]1CCC[CH2:30]1.